The task is: Predict which catalyst facilitates the given reaction.. This data is from Catalyst prediction with 721,799 reactions and 888 catalyst types from USPTO. (1) The catalyst class is: 21. Reactant: Cl.O.[NH:3]1[CH2:8][CH2:7][C:6](=[O:9])[CH2:5][CH2:4]1.C([O-])([O-])=O.[K+].[K+].[CH3:16][S:17](Cl)(=[O:19])=[O:18]. Product: [CH3:16][S:17]([N:3]1[CH2:8][CH2:7][C:6](=[O:9])[CH2:5][CH2:4]1)(=[O:19])=[O:18]. (2) Reactant: Cl.[CH:2]1([CH:5]([NH2:9])[CH:6]([CH3:8])[CH3:7])[CH2:4][CH2:3]1.[C:10]([CH2:12][C:13](O)=[O:14])#[N:11].C(N(C(C)C)CC)(C)C.CCCP(=O)=O.C(=O)([O-])O.[Na+]. Product: [C:10]([CH2:12][C:13]([NH:9][CH:5]([CH:2]1[CH2:4][CH2:3]1)[CH:6]([CH3:8])[CH3:7])=[O:14])#[N:11]. The catalyst class is: 13. (3) Reactant: [CH3:1][C:2](=[CH2:26])[CH2:3][C:4]1[N:13]=[C:12]2[N:6]([CH2:7][CH2:8][C:9]3[CH:25]=[CH:24][CH:23]=[CH:22][C:10]=3[CH:11]2[O:14][CH:15]2[CH2:20][CH2:19][N:18]([CH3:21])[CH2:17][CH2:16]2)[CH:5]=1.[C:27]([OH:32])(=[O:31])[C:28]([OH:30])=[O:29]. Product: [C:27]([OH:32])(=[O:31])[C:28]([OH:30])=[O:29].[CH3:26][C:2](=[CH2:1])[CH2:3][C:4]1[N:13]=[C:12]2[N:6]([CH2:7][CH2:8][C:9]3[CH:25]=[CH:24][CH:23]=[CH:22][C:10]=3[CH:11]2[O:14][CH:15]2[CH2:16][CH2:17][N:18]([CH3:21])[CH2:19][CH2:20]2)[CH:5]=1. The catalyst class is: 21.